Dataset: CYP2C19 inhibition data for predicting drug metabolism from PubChem BioAssay. Task: Regression/Classification. Given a drug SMILES string, predict its absorption, distribution, metabolism, or excretion properties. Task type varies by dataset: regression for continuous measurements (e.g., permeability, clearance, half-life) or binary classification for categorical outcomes (e.g., BBB penetration, CYP inhibition). Dataset: cyp2c19_veith. The compound is CCc1ccccc1NC(=S)NC1CC2CCC(C1)N2Cc1ccco1. The result is 0 (non-inhibitor).